From a dataset of Catalyst prediction with 721,799 reactions and 888 catalyst types from USPTO. Predict which catalyst facilitates the given reaction. (1) Reactant: [F:1][C:2]1[CH:7]=[CH:6][C:5]([C:8]2([C:18]3[CH:23]=[CH:22][C:21]([F:24])=[CH:20][CH:19]=3)[CH2:12][CH2:11][N:10]([CH2:13][C:14]([OH:16])=O)[C:9]2=[O:17])=[CH:4][CH:3]=1.[N:25]1(C(OC(C)(C)C)=O)[CH2:30][CH2:29][CH2:28][C@H:27]2[CH2:31][NH:32][CH2:33][C@@H:26]12.F[P-](F)(F)(F)(F)F.N1(OC(N(C)C)=[N+](C)C)C2N=CC=CC=2N=N1.C(N(C(C)C)CC)(C)C. Product: [F:24][C:21]1[CH:22]=[CH:23][C:18]([C:8]2([C:5]3[CH:4]=[CH:3][C:2]([F:1])=[CH:7][CH:6]=3)[CH2:12][CH2:11][N:10]([CH2:13][C:14](=[O:16])[N:32]3[CH2:31][C@H:27]4[C@H:26]([NH:25][CH2:30][CH2:29][CH2:28]4)[CH2:33]3)[C:9]2=[O:17])=[CH:19][CH:20]=1. The catalyst class is: 2. (2) The catalyst class is: 6. Product: [CH2:9]([N:16]1[C:29](=[O:30])[C:28]2[C:23]3=[C:24]4[C:34]([C:35]5=[CH:36][CH:37]=[CH:38][C:20]6[C:21]5=[C:22]3[C:17]1=[CH:18][CH:19]=6)=[CH:33][CH:32]=[CH:31][C:25]4=[CH:26][CH:27]=2)[C:10]1[CH:15]=[CH:14][CH:13]=[CH:12][CH:11]=1. Reactant: FC(F)(F)S(O)(=O)=O.[CH2:9]([N:16]1[C:29](=[O:30])[C:28]2[C:23](=[C:24]3[CH:34]=[CH:33][CH:32]=[CH:31][C:25]3=[CH:26][CH:27]=2)[C:22]2[C:17]1=[CH:18][CH:19]=[C:20]1[CH:38]=[CH:37][CH:36]=[CH:35][C:21]1=2)[C:10]1[CH:15]=[CH:14][CH:13]=[CH:12][CH:11]=1. (3) Reactant: [S:1]1[C:5]2[CH:6]=[CH:7][C:8](B3OC(C)(C)C(C)(C)O3)=[CH:9][C:4]=2[CH:3]=[CH:2]1.Br[C:20]1[S:24][C:23]([C@@:25]2([CH2:33][C:34]([O:36][CH2:37][CH2:38][Si:39]([CH3:42])([CH3:41])[CH3:40])=[O:35])[CH2:30][CH2:29][CH2:28][CH2:27][S:26]2(=[O:32])=[O:31])=[CH:22][CH:21]=1.C(=O)([O-])[O-].[Na+].[Na+]. Product: [S:1]1[C:5]2[CH:6]=[CH:7][C:8]([C:20]3[S:24][C:23]([C@@:25]4([CH2:33][C:34]([O:36][CH2:37][CH2:38][Si:39]([CH3:40])([CH3:42])[CH3:41])=[O:35])[CH2:30][CH2:29][CH2:28][CH2:27][S:26]4(=[O:31])=[O:32])=[CH:22][CH:21]=3)=[CH:9][C:4]=2[CH:3]=[CH:2]1. The catalyst class is: 184. (4) Reactant: [O:1]1[C:5]2[C:6]([CH2:10][C:11]#[N:12])=[CH:7][CH:8]=[CH:9][C:4]=2[CH2:3][CH2:2]1.CN(C=O)C.I[CH2:19][CH2:20][CH2:21][CH2:22]I.[H-].[Na+]. The catalyst class is: 25. Product: [O:1]1[C:5]2[C:6]([C:10]3([C:11]#[N:12])[CH2:22][CH2:21][CH2:20][CH2:19]3)=[CH:7][CH:8]=[CH:9][C:4]=2[CH2:3][CH2:2]1. (5) Reactant: [F:1][C:2]1([CH2:12][OH:13])[CH2:7][CH2:6][N:5]([CH:8]2[CH2:11][O:10][CH2:9]2)[CH2:4][CH2:3]1.[H-].[Na+].[C:16]([C:18]1[CH:19]=[C:20]([S:25]([NH2:28])(=[O:27])=[O:26])[CH:21]=[CH:22][C:23]=1F)#[N:17]. Product: [C:16]([C:18]1[CH:19]=[C:20]([S:25]([NH2:28])(=[O:27])=[O:26])[CH:21]=[CH:22][C:23]=1[O:13][CH2:12][C:2]1([F:1])[CH2:3][CH2:4][N:5]([CH:8]2[CH2:9][O:10][CH2:11]2)[CH2:6][CH2:7]1)#[N:17]. The catalyst class is: 7. (6) The catalyst class is: 100. Product: [CH3:23][O:24]/[N:25]=[C:13]1\[CH2:14][N:8]([CH2:7][C:1]2[CH:6]=[CH:5][CH:4]=[CH:3][CH:2]=2)[C:9](=[O:16])[C:10]2\1[CH2:12][CH2:11]2. Reactant: [C:1]1([CH2:7][N:8]2[CH2:14][C:13](=O)[C:10]3([CH2:12][CH2:11]3)[C:9]2=[O:16])[CH:6]=[CH:5][CH:4]=[CH:3][CH:2]=1.C([O-])(=O)C.[Na+].Cl.[CH3:23][O:24][NH2:25]. (7) Reactant: [C:1]1(=[O:7])[CH2:5][CH2:4][C:3](=[O:6])[CH2:2]1.[CH2:8](O)[C:9]1[CH:14]=[CH:13][CH:12]=[CH:11][CH:10]=1.C1(C)C=CC(S(O)(=O)=O)=CC=1.O. Product: [CH2:8]([O:6][C:3]1[CH2:4][CH2:5][C:1](=[O:7])[CH:2]=1)[C:9]1[CH:14]=[CH:13][CH:12]=[CH:11][CH:10]=1. The catalyst class is: 11. (8) Reactant: [Br:1][C:2]1[S:6][C:5]([C:7]([OH:9])=O)=[C:4]([C:10]2[CH:15]=[CH:14][C:13]([Cl:16])=[CH:12][C:11]=2[Cl:17])[C:3]=1[C:18]#[N:19].O.ON1C2C=CC=CC=2N=N1.Cl.CN(C)CCCN=C=NCC.C(N(CC)C(C)C)(C)C.[CH2:52]([NH2:59])[C:53]1[CH:58]=[CH:57][CH:56]=[CH:55][CH:54]=1. Product: [CH2:52]([NH:59][C:7]([C:5]1[S:6][C:2]([Br:1])=[C:3]([C:18]#[N:19])[C:4]=1[C:10]1[CH:15]=[CH:14][C:13]([Cl:16])=[CH:12][C:11]=1[Cl:17])=[O:9])[C:53]1[CH:58]=[CH:57][CH:56]=[CH:55][CH:54]=1. The catalyst class is: 2. (9) Reactant: [CH3:1][O:2][CH2:3][CH2:4][O:5][C:6]1[CH:7]=[C:8]2[C:20]([NH:21][C:22]3[CH:23]=[CH:24][CH:25]=[C:26]([C:28]#[CH:29])[CH:27]=3)=[N:19][CH:18]=[N:17][C:9]2=[CH:10][C:11]=1[O:12][CH2:13][CH2:14][O:15][CH3:16].Cl.O.[OH-].[Na+]. Product: [CH3:1][O:2][CH2:3][CH2:4][O:5][C:6]1[CH:7]=[C:8]2[C:20]([NH:21][C:22]3[CH:23]=[CH:24][CH:25]=[C:26]([C:28]#[CH:29])[CH:27]=3)=[N:19][CH:18]=[N:17][C:9]2=[CH:10][C:11]=1[O:12][CH2:13][CH2:14][O:15][CH3:16]. The catalyst class is: 13.